This data is from Full USPTO retrosynthesis dataset with 1.9M reactions from patents (1976-2016). The task is: Predict the reactants needed to synthesize the given product. Given the product [Br:1][C:2]1[C:7]([F:8])=[CH:6][C:5]([NH:9][CH:10]([S:11][CH3:17])[NH:13][C:14]#[N:15])=[CH:4][C:3]=1[Cl:12], predict the reactants needed to synthesize it. The reactants are: [Br:1][C:2]1[C:7]([F:8])=[CH:6][C:5]([N:9]=[C:10]=[S:11])=[CH:4][C:3]=1[Cl:12].[N:13]#[C:14][NH2:15].[Na].[CH3:17]I.